From a dataset of Reaction yield outcomes from USPTO patents with 853,638 reactions. Predict the reaction yield, written as a fraction of the theoretical maximum amount of product (1.0 means a 100% yield; for example, 0.34 means a 34% yield). (1) The reactants are Cl[C:2]1[N:7]=[C:6]2[N:8]([S:11]([C:14]3[CH:20]=[CH:19][C:17]([CH3:18])=[CH:16][CH:15]=3)(=[O:13])=[O:12])[CH:9]=[CH:10][C:5]2=[CH:4][CH:3]=1.[Cl-].[CH3:22][Zn+].O. The catalyst is O1CCCC1.C1C=CC([P]([Pd]([P](C2C=CC=CC=2)(C2C=CC=CC=2)C2C=CC=CC=2)([P](C2C=CC=CC=2)(C2C=CC=CC=2)C2C=CC=CC=2)[P](C2C=CC=CC=2)(C2C=CC=CC=2)C2C=CC=CC=2)(C2C=CC=CC=2)C2C=CC=CC=2)=CC=1. The product is [CH3:22][C:2]1[N:7]=[C:6]2[N:8]([S:11]([C:14]3[CH:20]=[CH:19][C:17]([CH3:18])=[CH:16][CH:15]=3)(=[O:13])=[O:12])[CH:9]=[CH:10][C:5]2=[CH:4][CH:3]=1. The yield is 0.810. (2) The reactants are [CH3:1][O:2][CH2:3][C:4]([NH:6][C:7]1[CH:8]=[C:9]2[C:13](=[CH:14][CH:15]=1)[CH2:12][CH2:11][CH2:10]2)=[O:5].C(O)(=O)C.[Br:20]Br. The catalyst is O. The product is [CH3:1][O:2][CH2:3][C:4]([NH:6][C:7]1[CH:8]=[C:9]2[C:13](=[CH:14][C:15]=1[Br:20])[CH2:12][CH2:11][CH2:10]2)=[O:5]. The yield is 0.910.